From a dataset of hERG potassium channel inhibition data for cardiac toxicity prediction from Karim et al.. Regression/Classification. Given a drug SMILES string, predict its toxicity properties. Task type varies by dataset: regression for continuous values (e.g., LD50, hERG inhibition percentage) or binary classification for toxic/non-toxic outcomes (e.g., AMES mutagenicity, cardiotoxicity, hepatotoxicity). Dataset: herg_karim. (1) The molecule is COc1cc(Cl)ccc1O[C@@H](c1ccccc1)[C@@H]1CNCCO1. The result is 1 (blocker). (2) The compound is O=C1CSc2ccc(CNC34CCC(CC5(O)Cn6c(=O)ccc7ncc(F)c5c76)(CC3)OC4)nc2N1. The result is 0 (non-blocker).